Task: Predict which catalyst facilitates the given reaction.. Dataset: Catalyst prediction with 721,799 reactions and 888 catalyst types from USPTO (1) Reactant: [CH2:1]([NH2:3])[CH3:2].CS(C)=O.C1([O:14][C:15](=O)[NH:16][C:17]2[CH:22]=[CH:21][C:20]([O:23][C:24]3[C:33]4[C:28](=[CH:29][C:30]([O:37][CH3:38])=[C:31]([C:34](=[O:36])[NH2:35])[CH:32]=4)[N:27]=[CH:26][CH:25]=3)=[CH:19][C:18]=2[C:39]([F:42])([F:41])[F:40])C=CC=CC=1.O. Product: [C:34]([C:31]1[CH:32]=[C:33]2[C:28](=[CH:29][C:30]=1[O:37][CH3:38])[N:27]=[CH:26][CH:25]=[C:24]2[O:23][C:20]1[CH:21]=[CH:22][C:17]([NH:16][C:15]([NH:3][CH2:1][CH3:2])=[O:14])=[C:18]([C:39]([F:41])([F:40])[F:42])[CH:19]=1)(=[O:36])[NH2:35]. The catalyst class is: 13. (2) Reactant: Cl.[CH3:2][C@@H:3]1[CH2:7][CH2:6][CH2:5][NH:4]1.[CH2:8]([N:10](CC)CC)[CH3:9].BrCC#N. Product: [C:8]([CH2:9][N:4]1[CH2:5][CH2:6][CH2:7][C@H:3]1[CH3:2])#[N:10]. The catalyst class is: 5.